Dataset: Peptide-MHC class II binding affinity with 134,281 pairs from IEDB. Task: Regression. Given a peptide amino acid sequence and an MHC pseudo amino acid sequence, predict their binding affinity value. This is MHC class II binding data. (1) The peptide sequence is ITDAVGNDMPGGYCL. The MHC is DRB1_0301 with pseudo-sequence DRB1_0301. The binding affinity (normalized) is 0.586. (2) The peptide sequence is IDGVKLESMGVYQILAIYSTVASSL. The MHC is DRB1_0101 with pseudo-sequence DRB1_0101. The binding affinity (normalized) is 0.308. (3) The peptide sequence is EKKYFAATQFWPLAA. The MHC is DRB1_1001 with pseudo-sequence DRB1_1001. The binding affinity (normalized) is 0.777. (4) The peptide sequence is CQDLELSWNLNGLQAY. The MHC is DRB1_0401 with pseudo-sequence DRB1_0401. The binding affinity (normalized) is 0.455. (5) The peptide sequence is KGDGEEFKNTKGLHH. The MHC is DRB1_0101 with pseudo-sequence DRB1_0101. The binding affinity (normalized) is 0.236. (6) The peptide sequence is QAVELTARLNSLGEA. The MHC is HLA-DQA10501-DQB10301 with pseudo-sequence HLA-DQA10501-DQB10301. The binding affinity (normalized) is 0.309.